From a dataset of Full USPTO retrosynthesis dataset with 1.9M reactions from patents (1976-2016). Predict the reactants needed to synthesize the given product. (1) Given the product [NH2:17][C:2]1[C:3]2[N:4]([C:8]([CH:12]3[CH2:15][CH:14]([OH:16])[CH2:13]3)=[N:9][C:10]=2[I:11])[CH:5]=[CH:6][N:7]=1, predict the reactants needed to synthesize it. The reactants are: Cl[C:2]1[C:3]2[N:4]([C:8]([CH:12]3[CH2:15][CH:14]([OH:16])[CH2:13]3)=[N:9][C:10]=2[I:11])[CH:5]=[CH:6][N:7]=1.[NH3:17]. (2) Given the product [CH2:19]([N:7]1[CH2:8][CH2:9][C@@H:4]([CH:1]2[CH2:2][CH2:3]2)[C@H:5]([NH:10][P:11](=[O:18])([O:12][CH2:13][CH3:14])[O:15][CH2:16][CH3:17])[CH2:6]1)[C:20]1[CH:25]=[CH:24][CH:23]=[CH:22][CH:21]=1, predict the reactants needed to synthesize it. The reactants are: [CH:1]1([C@@H:4]2[CH2:9][CH2:8][NH:7][CH2:6][C@H:5]2[NH:10][P:11](=[O:18])([O:15][CH2:16][CH3:17])[O:12][CH2:13][CH3:14])[CH2:3][CH2:2]1.[CH:19](=O)[C:20]1[CH:25]=[CH:24][CH:23]=[CH:22][CH:21]=1.C(O)(=O)C.[BH3-]C#N.[Na+]. (3) Given the product [CH:11]([C:5]1[C:6]2[CH:7]=[CH:8][O:9][C:10]=2[C:2]([O:1][C:14]2[CH:21]=[CH:20][C:17]([C:18]#[N:19])=[CH:16][N:15]=2)=[CH:3][CH:4]=1)=[O:12], predict the reactants needed to synthesize it. The reactants are: [OH:1][C:2]1[CH:3]=[CH:4][C:5]([CH:11]=[O:12])=[C:6]2[C:10]=1[O:9][CH:8]=[CH:7]2.Cl[C:14]1[CH:21]=[CH:20][C:17]([C:18]#[N:19])=[CH:16][N:15]=1. (4) Given the product [ClH:13].[S:1]1[C:5]([C:14]2[CH:15]=[C:16]([CH2:20][N:21]3[CH:25]=[CH:24][N:23]=[C:22]3[CH3:26])[N:17]=[N:18][CH:19]=2)=[CH:4][C:3]2[CH:9]=[CH:10][CH:11]=[CH:12][C:2]1=2, predict the reactants needed to synthesize it. The reactants are: [S:1]1[C:5](B(O)O)=[CH:4][C:3]2[CH:9]=[CH:10][CH:11]=[CH:12][C:2]1=2.[Cl:13][C:14]1[CH:15]=[C:16]([CH2:20][N:21]2[CH:25]=[CH:24][N:23]=[C:22]2[CH3:26])[N:17]=[N:18][CH:19]=1.